Dataset: Reaction yield outcomes from USPTO patents with 853,638 reactions. Task: Predict the reaction yield, written as a fraction of the theoretical maximum amount of product (1.0 means a 100% yield; for example, 0.34 means a 34% yield). (1) The reactants are [CH3:1][O:2][C:3]1[CH:13]=[CH:12][CH:11]=[C:10]([CH3:14])[C:4]=1[C:5](OCC)=[O:6].[H-].[H-].[H-].[H-].[Li+].[Al+3].O.[OH-].[Na+]. The catalyst is C(OCC)C. The product is [CH3:1][O:2][C:3]1[CH:13]=[CH:12][CH:11]=[C:10]([CH3:14])[C:4]=1[CH2:5][OH:6]. The yield is 0.990. (2) The reactants are Cl[CH2:2][C:3]1[CH:8]=[CH:7][C:6]([O:9][CH3:10])=[CH:5][CH:4]=1.[NH:11]1[C:19]2[CH:18]=[CH:17][CH:16]=[C:15]([C:20]#[N:21])[C:14]=2[CH:13]=[CH:12]1.[H-].[Na+].CN(C=O)C. The catalyst is O. The product is [CH3:10][O:9][C:6]1[CH:7]=[CH:8][C:3]([CH2:2][N:11]2[C:19]3[CH:18]=[CH:17][CH:16]=[C:15]([C:20]#[N:21])[C:14]=3[CH:13]=[CH:12]2)=[CH:4][CH:5]=1. The yield is 0.990. (3) The reactants are C[N:2](C)[CH:3]=[CH:4][C:5]([C:7]1[C:12](=[O:13])[CH:11]=[CH:10][N:9]([C:14]2[CH:19]=[CH:18][CH:17]=[C:16]([C:20]([F:23])([F:22])[F:21])[CH:15]=2)[N:8]=1)=O.Cl.Cl.[CH2:27]([NH:34]N)[C:28]1[CH:33]=[CH:32][CH:31]=[CH:30][CH:29]=1.CCN(CC)CC.Cl. The catalyst is CO. The product is [CH2:27]([N:34]1[C:5]([C:7]2[C:12](=[O:13])[CH:11]=[CH:10][N:9]([C:14]3[CH:19]=[CH:18][CH:17]=[C:16]([C:20]([F:23])([F:22])[F:21])[CH:15]=3)[N:8]=2)=[CH:4][CH:3]=[N:2]1)[C:28]1[CH:33]=[CH:32][CH:31]=[CH:30][CH:29]=1. The yield is 0.470. (4) The reactants are [CH:1]1([C:4]([NH:6][C:7]2[N:8]=[C:9]3[CH:14]=[CH:13][C:12]([O:15][C:16]4[CH:26]=[CH:25][CH:24]=[CH:23][C:17]=4[C:18]([O:20]CC)=[O:19])=[N:11][N:10]3[CH:27]=2)=[O:5])[CH2:3][CH2:2]1.[OH-].[Na+].Cl.C(OCC)(=O)C. The catalyst is O1CCCC1. The product is [CH:1]1([C:4]([NH:6][C:7]2[N:8]=[C:9]3[CH:14]=[CH:13][C:12]([O:15][C:16]4[CH:26]=[CH:25][CH:24]=[CH:23][C:17]=4[C:18]([OH:20])=[O:19])=[N:11][N:10]3[CH:27]=2)=[O:5])[CH2:3][CH2:2]1. The yield is 0.730. (5) The reactants are [O:1]1[CH:5]=[CH:4][CH:3]=[C:2]1[C:6]1[N:10]([C:11]2[CH:18]=[CH:17][CH:16]=[CH:15][C:12]=2[C:13]#[N:14])[N:9]=[C:8]([C:19]([F:22])([F:21])[F:20])[CH:7]=1.[BH4-].[Na+].O.C([O-])([O-])=O.[Na+].[Na+]. The catalyst is CN(C=O)C.CCOC(C)=O.[Co](Cl)Cl. The product is [O:1]1[CH:5]=[CH:4][CH:3]=[C:2]1[C:6]1[N:10]([C:11]2[CH:18]=[CH:17][CH:16]=[CH:15][C:12]=2[CH2:13][NH2:14])[N:9]=[C:8]([C:19]([F:21])([F:20])[F:22])[CH:7]=1. The yield is 0.900. (6) The reactants are [N:1]1([C:7]([O:9][C:10]([CH3:13])([CH3:12])[CH3:11])=[O:8])[CH2:6][CH2:5][NH:4][CH2:3][CH2:2]1.C(O[C:17]1(O[Si](C)(C)C)[CH2:19][CH2:18]1)C.C(O)(=O)C.C([BH3-])#N.[Na+]. The catalyst is O1CCCC1.CO. The product is [CH:17]1([N:4]2[CH2:5][CH2:6][N:1]([C:7]([O:9][C:10]([CH3:13])([CH3:12])[CH3:11])=[O:8])[CH2:2][CH2:3]2)[CH2:19][CH2:18]1. The yield is 0.683.